Dataset: Forward reaction prediction with 1.9M reactions from USPTO patents (1976-2016). Task: Predict the product of the given reaction. Given the reactants [CH3:1][C@H:2]1[NH:7][CH2:6][CH2:5][NH:4][CH2:3]1.C(O)(=O)C.[C:12]([O:16][C:17](O[C:17]([O:16][C:12]([CH3:15])([CH3:14])[CH3:13])=[O:18])=[O:18])([CH3:15])([CH3:14])[CH3:13], predict the reaction product. The product is: [CH3:1][C@H:2]1[NH:7][CH2:6][CH2:5][N:4]([C:17]([O:16][C:12]([CH3:15])([CH3:14])[CH3:13])=[O:18])[CH2:3]1.